This data is from Catalyst prediction with 721,799 reactions and 888 catalyst types from USPTO. The task is: Predict which catalyst facilitates the given reaction. (1) Reactant: [CH3:1][C:2]1[C:6]([C:7]2[CH:13]=[C:12]([N+:14]([O-:16])=[O:15])[C:10]([NH2:11])=[C:9]([I:17])[CH:8]=2)=[C:5]([CH3:18])[O:4][N:3]=1.[C:19](=O)([O-])[O-].[Cs+].[Cs+]. Product: [CH3:1][C:2]1[C:6]([C:7]2[CH:13]=[C:12]([N+:14]([O-:16])=[O:15])[C:10]([NH:11][CH3:19])=[C:9]([I:17])[CH:8]=2)=[C:5]([CH3:18])[O:4][N:3]=1. The catalyst class is: 3. (2) Product: [CH:1]1([C:4]([C:6]2[N:11]=[C:10]3[N:12]([CH2:18][CH2:19][O:20][C:21]4[CH:22]=[CH:23][C:24]([CH2:27][CH:28]([O:33][CH2:34][CH3:35])[C:29]([O:31][CH3:32])=[O:30])=[CH:25][CH:26]=4)[CH:13]=[CH:14][C:9]3=[CH:8][CH:7]=2)=[O:5])[CH2:2][CH2:3]1. The catalyst class is: 9. Reactant: [CH:1]1([C:4]([C:6]2[N:11]=[C:10]3[NH:12][CH:13]=[CH:14][C:9]3=[CH:8][CH:7]=2)=[O:5])[CH2:3][CH2:2]1.[H-].[Na+].Br[CH2:18][CH2:19][O:20][C:21]1[CH:26]=[CH:25][C:24]([CH2:27][CH:28]([O:33][CH2:34][CH3:35])[C:29]([O:31][CH3:32])=[O:30])=[CH:23][CH:22]=1.[Cl-].[NH4+]. (3) Reactant: [BH4-].[Na+].Cl.[I:4][C:5]1[CH:10]=[CH:9][C:8]([C:11]2[C:20]3[C:15](=[CH:16][C:17]([O:21][CH3:22])=[CH:18][CH:19]=3)[CH2:14][CH2:13][N:12]=2)=[CH:7][CH:6]=1. Product: [I:4][C:5]1[CH:6]=[CH:7][C:8]([CH:11]2[C:20]3[C:15](=[CH:16][C:17]([O:21][CH3:22])=[CH:18][CH:19]=3)[CH2:14][CH2:13][NH:12]2)=[CH:9][CH:10]=1. The catalyst class is: 5. (4) Reactant: Cl.C([N:15]1[CH2:18][C@@H:17]([NH:19][C:20](=[O:25])[C:21]([F:24])([F:23])[F:22])[C@@H:16]1[CH3:26])(C1C=CC=CC=1)C1C=CC=CC=1. Product: [F:24][C:21]([F:22])([F:23])[C:20]([NH:19][C@@H:17]1[CH2:18][NH:15][C@H:16]1[CH3:26])=[O:25]. The catalyst class is: 105. (5) Reactant: [C:1](Cl)(=[O:5])[CH2:2][CH2:3][CH3:4].[Al+3].[Cl-].[Cl-].[Cl-].[CH3:11][O:12][C:13]1[C:22]2[C:23](=[O:36])[C:24]3[CH:25]=[C:26]4[CH:35]=[CH:34][CH:33]=[CH:32][C:27]4=[N:28][C:29]=3[N:30]([CH3:31])[C:21]=2[C:20]2[CH:19]=[CH:18][C:17]([CH3:38])([CH3:37])[O:16][C:15]=2[CH:14]=1.Cl. Product: [C:1]([C:18]1[C:17]([CH3:38])([CH3:37])[O:16][C:15]2[CH:14]=[C:13]([O:12][CH3:11])[C:22]3[C:23](=[O:36])[C:24]4[CH:25]=[C:26]5[CH:35]=[CH:34][CH:33]=[CH:32][C:27]5=[N:28][C:29]=4[N:30]([CH3:31])[C:21]=3[C:20]=2[CH:19]=1)(=[O:5])[CH2:2][CH2:3][CH3:4]. The catalyst class is: 4.